This data is from NCI-60 drug combinations with 297,098 pairs across 59 cell lines. The task is: Regression. Given two drug SMILES strings and cell line genomic features, predict the synergy score measuring deviation from expected non-interaction effect. (1) Drug 1: CC1=C(N=C(N=C1N)C(CC(=O)N)NCC(C(=O)N)N)C(=O)NC(C(C2=CN=CN2)OC3C(C(C(C(O3)CO)O)O)OC4C(C(C(C(O4)CO)O)OC(=O)N)O)C(=O)NC(C)C(C(C)C(=O)NC(C(C)O)C(=O)NCCC5=NC(=CS5)C6=NC(=CS6)C(=O)NCCC[S+](C)C)O. Drug 2: CN1C2=C(C=C(C=C2)N(CCCl)CCCl)N=C1CCCC(=O)O.Cl. Cell line: LOX IMVI. Synergy scores: CSS=24.5, Synergy_ZIP=3.99, Synergy_Bliss=4.38, Synergy_Loewe=-23.9, Synergy_HSA=1.32. (2) Synergy scores: CSS=42.6, Synergy_ZIP=-7.25, Synergy_Bliss=-3.93, Synergy_Loewe=-1.82, Synergy_HSA=-1.29. Drug 1: CC1=C(C=C(C=C1)C(=O)NC2=CC(=CC(=C2)C(F)(F)F)N3C=C(N=C3)C)NC4=NC=CC(=N4)C5=CN=CC=C5. Drug 2: CN(CCCl)CCCl.Cl. Cell line: NCIH23. (3) Drug 1: C1=CC=C(C(=C1)C(C2=CC=C(C=C2)Cl)C(Cl)Cl)Cl. Drug 2: C1CCC(C(C1)N)N.C(=O)(C(=O)[O-])[O-].[Pt+4]. Cell line: OVCAR-5. Synergy scores: CSS=24.4, Synergy_ZIP=-3.88, Synergy_Bliss=2.16, Synergy_Loewe=-18.4, Synergy_HSA=2.26. (4) Drug 1: C1=CN(C(=O)N=C1N)C2C(C(C(O2)CO)O)(F)F. Drug 2: C1=CC(=C(C=C1I)F)NC2=C(C=CC(=C2F)F)C(=O)NOCC(CO)O. Cell line: T-47D. Synergy scores: CSS=41.0, Synergy_ZIP=7.78, Synergy_Bliss=8.67, Synergy_Loewe=-7.21, Synergy_HSA=10.2.